This data is from Forward reaction prediction with 1.9M reactions from USPTO patents (1976-2016). The task is: Predict the product of the given reaction. Given the reactants [Si:1]([O:8][CH2:9][C:10]1[N:11]([CH3:25])[C:12]2[C:17]([CH:18]=1)=[CH:16][C:15]1[C:19](=O)[CH2:20][CH2:21][CH2:22][CH2:23][C:14]=1[CH:13]=2)([C:4]([CH3:7])([CH3:6])[CH3:5])([CH3:3])[CH3:2].[CH3:26][O:27][C:28]1[CH:35]=[C:34]([O:36][CH3:37])[CH:33]=[CH:32][C:29]=1[CH2:30][NH2:31].CCN(CC)CC, predict the reaction product. The product is: [Si:1]([O:8][CH2:9][C:10]1[N:11]([CH3:25])[C:12]2[C:17]([CH:18]=1)=[CH:16][C:15]1[C:19](=[N:31][CH2:30][C:29]3[CH:32]=[CH:33][C:34]([O:36][CH3:37])=[CH:35][C:28]=3[O:27][CH3:26])[CH2:20][CH2:21][CH2:22][CH2:23][C:14]=1[CH:13]=2)([C:4]([CH3:7])([CH3:6])[CH3:5])([CH3:2])[CH3:3].